From a dataset of Peptide-MHC class I binding affinity with 185,985 pairs from IEDB/IMGT. Regression. Given a peptide amino acid sequence and an MHC pseudo amino acid sequence, predict their binding affinity value. This is MHC class I binding data. (1) The peptide sequence is NDMPGGYCL. The MHC is HLA-B40:01 with pseudo-sequence HLA-B40:01. The binding affinity (normalized) is 0.0698. (2) The MHC is HLA-A02:01 with pseudo-sequence HLA-A02:01. The peptide sequence is ASNIVLDQI. The binding affinity (normalized) is 0. (3) The peptide sequence is TMEIEDQEYH. The MHC is HLA-A11:01 with pseudo-sequence HLA-A11:01. The binding affinity (normalized) is 0.